Binary Classification. Given a miRNA mature sequence and a target amino acid sequence, predict their likelihood of interaction. From a dataset of Experimentally validated miRNA-target interactions with 360,000+ pairs, plus equal number of negative samples. (1) The miRNA is hsa-miR-562 with sequence AAAGUAGCUGUACCAUUUGC. The protein sequence of the target gene is MMMMALSKTFGQKPVKFQLEDDGEFYMIGSEVGNYLRMFRGSLYKRYPSLWRRLATVEERKKIVASSHGKKTKPNTKDHGYTTLATSVTLLKASEVEEILDGNDEKYKAVSISTEPPTYLREQKAKRNSQWVPTLPNSSHHLDAVPCSTTINRNRMGRDKKRTFPLCFDDHDPAVIHENASQPEVLVPIRLDMEIDGQKLRDAFTWNMNEKLMTPEMFSEILCDDLDLNPLTFVPAIASAIRQQIESYPTDSILEDQSDQRVIIKLNIHVGNISLVDQFEWDMSEKENSPEKFALKLCSE.... Result: 0 (no interaction). (2) The miRNA is hsa-miR-487a-3p with sequence AAUCAUACAGGGACAUCCAGUU. The protein sequence of the target gene is MAPTWGPGMVSVVGPMGLLVVLLVGGCAAEEPPRFIKEPKDQIGVSGGVASFVCQATGDPKPRVTWNKKGKKVNSQRFETIEFDESAGAVLRIQPLRTPRDENVYECVAQNSVGEITVHAKLTVLREDQLPSGFPNIDMGPQLKVVERTRTATMLCAASGNPDPEITWFKDFLPVDPSASNGRIKQLRSETFESTPIRGALQIESSEETDQGKYECVATNSAGVRYSSPANLYVRELREVRRVAPRFSILPMSHEIMPGGNVNITCVAVGSPMPYVKWMQGAEDLTPEDDMPVGRNVLEL.... Result: 1 (interaction).